This data is from NCI-60 drug combinations with 297,098 pairs across 59 cell lines. The task is: Regression. Given two drug SMILES strings and cell line genomic features, predict the synergy score measuring deviation from expected non-interaction effect. (1) Drug 1: CC(CN1CC(=O)NC(=O)C1)N2CC(=O)NC(=O)C2. Drug 2: CCN(CC)CCNC(=O)C1=C(NC(=C1C)C=C2C3=C(C=CC(=C3)F)NC2=O)C. Cell line: U251. Synergy scores: CSS=31.0, Synergy_ZIP=-2.61, Synergy_Bliss=1.73, Synergy_Loewe=3.33, Synergy_HSA=3.06. (2) Drug 1: C1CCC(C1)C(CC#N)N2C=C(C=N2)C3=C4C=CNC4=NC=N3. Drug 2: C1=CC(=C2C(=C1NCCNCCO)C(=O)C3=C(C=CC(=C3C2=O)O)O)NCCNCCO. Cell line: OVCAR-5. Synergy scores: CSS=41.5, Synergy_ZIP=7.14, Synergy_Bliss=7.54, Synergy_Loewe=-46.0, Synergy_HSA=4.25. (3) Drug 1: C1=CC(=CC=C1C#N)C(C2=CC=C(C=C2)C#N)N3C=NC=N3. Drug 2: C1=NNC2=C1C(=O)NC=N2. Cell line: CCRF-CEM. Synergy scores: CSS=4.88, Synergy_ZIP=-0.241, Synergy_Bliss=-0.763, Synergy_Loewe=3.00, Synergy_HSA=-1.42. (4) Drug 1: CC1C(C(=O)NC(C(=O)N2CCCC2C(=O)N(CC(=O)N(C(C(=O)O1)C(C)C)C)C)C(C)C)NC(=O)C3=C4C(=C(C=C3)C)OC5=C(C(=O)C(=C(C5=N4)C(=O)NC6C(OC(=O)C(N(C(=O)CN(C(=O)C7CCCN7C(=O)C(NC6=O)C(C)C)C)C)C(C)C)C)N)C. Synergy scores: CSS=32.6, Synergy_ZIP=-9.08, Synergy_Bliss=-5.16, Synergy_Loewe=-30.6, Synergy_HSA=-3.04. Drug 2: C1=NC2=C(N=C(N=C2N1C3C(C(C(O3)CO)O)O)F)N. Cell line: NCIH23. (5) Drug 1: CN(C(=O)NC(C=O)C(C(C(CO)O)O)O)N=O. Drug 2: CC(C)CN1C=NC2=C1C3=CC=CC=C3N=C2N. Cell line: UACC62. Synergy scores: CSS=8.03, Synergy_ZIP=1.45, Synergy_Bliss=7.94, Synergy_Loewe=1.23, Synergy_HSA=1.57. (6) Drug 1: CC(C1=C(C=CC(=C1Cl)F)Cl)OC2=C(N=CC(=C2)C3=CN(N=C3)C4CCNCC4)N. Drug 2: CC1CCCC2(C(O2)CC(NC(=O)CC(C(C(=O)C(C1O)C)(C)C)O)C(=CC3=CSC(=N3)C)C)C. Cell line: SF-295. Synergy scores: CSS=22.4, Synergy_ZIP=-4.87, Synergy_Bliss=-1.35, Synergy_Loewe=1.33, Synergy_HSA=0.375.